From a dataset of Forward reaction prediction with 1.9M reactions from USPTO patents (1976-2016). Predict the product of the given reaction. Given the reactants [CH3:1][N:2]1[CH:6]=[N:5][N:4]=[C:3]1[SH:7].Br[CH2:9][CH2:10][CH2:11][OH:12].C(=O)([O-])[O-].[K+].[K+], predict the reaction product. The product is: [CH3:1][N:2]1[CH:6]=[N:5][N:4]=[C:3]1[S:7][CH2:9][CH2:10][CH2:11][OH:12].